This data is from Catalyst prediction with 721,799 reactions and 888 catalyst types from USPTO. The task is: Predict which catalyst facilitates the given reaction. (1) Reactant: [C:1]([O:5][C:6]([N:8]1[CH2:13][CH2:12][C:11]([C:17]2[CH:22]=[CH:21][CH:20]=[CH:19][CH:18]=2)([C:14](O)=[O:15])[CH2:10][CH2:9]1)=[O:7])([CH3:4])([CH3:3])[CH3:2].ClC(OCC)=O.[BH4-].[Na+].[OH-].[Na+]. Product: [C:1]([O:5][C:6]([N:8]1[CH2:13][CH2:12][C:11]([CH2:14][OH:15])([C:17]2[CH:18]=[CH:19][CH:20]=[CH:21][CH:22]=2)[CH2:10][CH2:9]1)=[O:7])([CH3:4])([CH3:3])[CH3:2]. The catalyst class is: 571. (2) Reactant: [F:1][C:2]1[CH:3]=[C:4]([C:8]#[C:9][C:10]2[CH:24]=[CH:23][N:13]3[C:14](=[O:22])[C:15]([C:18]([O:20]C)=[O:19])=[CH:16][N:17]=[C:12]3[CH:11]=2)[CH:5]=[CH:6][CH:7]=1.[OH-].[Na+].Cl. The catalyst class is: 1. Product: [F:1][C:2]1[CH:3]=[C:4]([C:8]#[C:9][C:10]2[CH:24]=[CH:23][N:13]3[C:14](=[O:22])[C:15]([C:18]([OH:20])=[O:19])=[CH:16][N:17]=[C:12]3[CH:11]=2)[CH:5]=[CH:6][CH:7]=1. (3) Reactant: Cl[C:2]1[N:7]=[C:6]([N:8]2[CH2:13][CH2:12][O:11][CH2:10][CH2:9]2)[N:5]=[C:4]([N:14]2[CH2:19][CH2:18][O:17][CH2:16][CH2:15]2)[N:3]=1.C(=O)([O-])[O-].[Na+].[Na+].[NH2:26][C:27]1[CH:32]=[CH:31][C:30](B2OC(C)(C)C(C)(C)O2)=[CH:29][CH:28]=1. Product: [N:14]1([C:4]2[N:5]=[C:6]([N:8]3[CH2:13][CH2:12][O:11][CH2:10][CH2:9]3)[N:7]=[C:2]([C:30]3[CH:31]=[CH:32][C:27]([NH2:26])=[CH:28][CH:29]=3)[N:3]=2)[CH2:19][CH2:18][O:17][CH2:16][CH2:15]1. The catalyst class is: 276. (4) Reactant: [CH3:1][O:2][C:3]([C:5]1([CH:11]=O)[CH2:10][CH2:9][CH2:8][CH2:7][CH2:6]1)=[O:4].C([O-])(=O)C.[Na+].Cl.[CH2:19]([O:26][NH2:27])[C:20]1[CH:25]=[CH:24][CH:23]=[CH:22][CH:21]=1. Product: [CH3:1][O:2][C:3]([C:5]1([CH:11]=[N:27][O:26][CH2:19][C:20]2[CH:25]=[CH:24][CH:23]=[CH:22][CH:21]=2)[CH2:6][CH2:7][CH2:8][CH2:9][CH2:10]1)=[O:4]. The catalyst class is: 5.